Dataset: TCR-epitope binding with 47,182 pairs between 192 epitopes and 23,139 TCRs. Task: Binary Classification. Given a T-cell receptor sequence (or CDR3 region) and an epitope sequence, predict whether binding occurs between them. (1) The epitope is RLQSLQTYV. The TCR CDR3 sequence is CASSMAGELFF. Result: 0 (the TCR does not bind to the epitope). (2) The epitope is FIAGLIAIV. The TCR CDR3 sequence is CASSPKDSYEQYF. Result: 1 (the TCR binds to the epitope). (3) The epitope is YLQPRTFLL. The TCR CDR3 sequence is CASSYKGLAITTYEQYF. Result: 0 (the TCR does not bind to the epitope). (4) The epitope is ILHCANFNV. The TCR CDR3 sequence is CASSPEVGGLPVNTEAFF. Result: 1 (the TCR binds to the epitope). (5) The epitope is KLSYGIATV. The TCR CDR3 sequence is CASSVGLAGGLNEQFF. Result: 1 (the TCR binds to the epitope). (6) The epitope is KPLEFGATSAAL. The TCR CDR3 sequence is CASAQGRGTEAFF. Result: 0 (the TCR does not bind to the epitope).